Dataset: Catalyst prediction with 721,799 reactions and 888 catalyst types from USPTO. Task: Predict which catalyst facilitates the given reaction. (1) Reactant: [SH:1][C:2]1[S:3][C:4]([CH2:8][C:9]([O:11][CH3:12])=[O:10])=[C:5]([CH3:7])[N:6]=1.Cl[CH2:14][C:15]1[CH:16]=[C:17]([CH:32]=[C:33]([O:35][CH2:36][CH3:37])[CH:34]=1)[O:18][CH2:19][C:20]1[N:21]=[C:22]([C:26]2[CH:31]=[CH:30][CH:29]=[CH:28][CH:27]=2)[O:23][C:24]=1[CH3:25].C(=O)([O-])[O-].[K+].[K+].Cl. Product: [CH2:36]([O:35][C:33]1[CH:34]=[C:15]([CH:16]=[C:17]([O:18][CH2:19][C:20]2[N:21]=[C:22]([C:26]3[CH:31]=[CH:30][CH:29]=[CH:28][CH:27]=3)[O:23][C:24]=2[CH3:25])[CH:32]=1)[CH2:14][S:1][C:2]1[S:3][C:4]([CH2:8][C:9]([O:11][CH3:12])=[O:10])=[C:5]([CH3:7])[N:6]=1)[CH3:37]. The catalyst class is: 145. (2) Reactant: [OH:1][CH2:2][C:3]([O:5][CH2:6][CH3:7])=[O:4].[H-].[Na+].Cl[C:11]1[O:12][C:13]2[CH:19]=[C:18]([CH3:20])[CH:17]=[CH:16][C:14]=2[N:15]=1. Product: [CH2:6]([O:5][C:3](=[O:4])[CH2:2][O:1][C:11]1[O:12][C:13]2[CH:19]=[C:18]([CH3:20])[CH:17]=[CH:16][C:14]=2[N:15]=1)[CH3:7]. The catalyst class is: 7. (3) Reactant: C([O:3][C:4](=[O:21])[CH2:5][C:6]1[C:15]2[C:10](=[CH:11][C:12]([CH2:16][N:17]([CH3:19])[CH3:18])=[CH:13][CH:14]=2)[CH:9]=[CH:8][C:7]=1[Cl:20])C.[OH-].[Li+].OS([O-])(=O)=O.[Na+]. Product: [Cl:20][C:7]1[CH:8]=[CH:9][C:10]2[C:15](=[CH:14][CH:13]=[C:12]([CH2:16][N:17]([CH3:18])[CH3:19])[CH:11]=2)[C:6]=1[CH2:5][C:4]([OH:21])=[O:3]. The catalyst class is: 38. (4) The catalyst class is: 33. Product: [F:12][C:3]1[CH:4]=[C:5]([C:6]([O:8][CH3:9])=[O:7])[CH:10]=[C:11]2[C:2]=1[N:1]=[CH:16][CH:15]=[CH:13]2. Reactant: [NH2:1][C:2]1[CH:11]=[CH:10][C:5]([C:6]([O:8][CH3:9])=[O:7])=[CH:4][C:3]=1[F:12].[CH:13]([CH:15]=[CH2:16])=O.C([O-])(O)=O.[Na+]. (5) Product: [CH:1]1([N:4]2[C:8]([NH2:9])=[C:7]([I:10])[CH:6]=[N:5]2)[CH2:3][CH2:2]1. The catalyst class is: 9. Reactant: [CH:1]1([N:4]2[C:8]([NH2:9])=[CH:7][CH:6]=[N:5]2)[CH2:3][CH2:2]1.[I:10]N1C(=O)CCC1=O.S(=O)(O)[O-].[Na+]. (6) Reactant: [CH2:1]([O:12][CH2:13][CH2:14][O:15][CH2:16][CH2:17][O:18][CH2:19][CH2:20][O:21][C:22]1[CH:27]=[CH:26][C:25]([OH:28])=[CH:24][CH:23]=1)[CH2:2][CH2:3][CH2:4][CH2:5][CH2:6][CH2:7][CH2:8][CH2:9][CH:10]=[CH2:11].[H-].[Na+].Br[CH2:32][C:33]([O:35][C:36]([CH3:39])([CH3:38])[CH3:37])=[O:34]. Product: [CH2:1]([O:12][CH2:13][CH2:14][O:15][CH2:16][CH2:17][O:18][CH2:19][CH2:20][O:21][C:22]1[CH:27]=[CH:26][C:25]([O:28][CH2:32][C:33]([O:35][C:36]([CH3:39])([CH3:38])[CH3:37])=[O:34])=[CH:24][CH:23]=1)[CH2:2][CH2:3][CH2:4][CH2:5][CH2:6][CH2:7][CH2:8][CH2:9][CH:10]=[CH2:11]. The catalyst class is: 7. (7) Reactant: [C:1]1([C:7]2[CH:8]=[CH:9][C:10]([NH2:13])=[N:11][CH:12]=2)[CH:6]=[CH:5][CH:4]=[CH:3][CH:2]=1.[Cl:14][C:15]1[CH:24]=[CH:23][C:18]([C:19](=O)[CH2:20]Br)=[CH:17][CH:16]=1. Product: [Cl:14][C:15]1[CH:24]=[CH:23][C:18]([C:19]2[N:13]=[C:10]3[CH:9]=[CH:8][C:7]([C:1]4[CH:2]=[CH:3][CH:4]=[CH:5][CH:6]=4)=[CH:12][N:11]3[CH:20]=2)=[CH:17][CH:16]=1. The catalyst class is: 14. (8) Reactant: Cl.[N:2]1[CH:7]=[CH:6][CH:5]=[CH:4][C:3]=1[CH2:8][O:9][C:10]1[CH:18]=[CH:17][C:13]([C:14](Cl)=[O:15])=[CH:12][CH:11]=1.[NH2:19][C:20]1[CH:21]=[C:22]([CH:25]=[CH:26][C:27]=1[CH3:28])[C:23]#[N:24]. Product: [C:23]([C:22]1[CH:25]=[CH:26][C:27]([CH3:28])=[C:20]([NH:19][C:14](=[O:15])[C:13]2[CH:17]=[CH:18][C:10]([O:9][CH2:8][C:3]3[CH:4]=[CH:5][CH:6]=[CH:7][N:2]=3)=[CH:11][CH:12]=2)[CH:21]=1)#[N:24]. The catalyst class is: 17.